The task is: Predict the product of the given reaction.. This data is from Forward reaction prediction with 1.9M reactions from USPTO patents (1976-2016). Given the reactants [CH3:1][N:2]([CH2:4][CH2:5][CH:6]1[CH2:15][CH2:14][C:13]2[C:8](=[CH:9][CH:10]=[C:11]([OH:16])[CH:12]=2)[CH2:7]1)[CH3:3].[H-].[Na+].[Br:19][C:20]1[CH:27]=[CH:26][C:23]([CH2:24][Cl:25])=[CH:22][CH:21]=1, predict the reaction product. The product is: [ClH:25].[Br:19][C:20]1[CH:27]=[CH:26][C:23]([CH2:24][O:16][C:11]2[CH:12]=[C:13]3[C:8](=[CH:9][CH:10]=2)[CH2:7][CH:6]([CH2:5][CH2:4][N:2]([CH3:3])[CH3:1])[CH2:15][CH2:14]3)=[CH:22][CH:21]=1.